This data is from Forward reaction prediction with 1.9M reactions from USPTO patents (1976-2016). The task is: Predict the product of the given reaction. Given the reactants Cl[C:2](Cl)([O:4]C(=O)OC(Cl)(Cl)Cl)Cl.[Cl:13][C:14]1[S:18][C:17]([CH2:19][NH2:20])=[CH:16][CH:15]=1.CCN(C(C)C)C(C)C, predict the reaction product. The product is: [Cl:13][C:14]1[S:18][C:17]([CH2:19][N:20]=[C:2]=[O:4])=[CH:16][CH:15]=1.